From a dataset of Forward reaction prediction with 1.9M reactions from USPTO patents (1976-2016). Predict the product of the given reaction. (1) Given the reactants [C:1]12([NH:6][C:7]3[N:12]=[C:11]([S:13][CH3:14])[C:10]([C:15]#[N:16])=[CH:9][N:8]=3)[CH2:5][CH:3]([CH2:4]1)[CH2:2]2.[OH-:17].[Na+].OO, predict the reaction product. The product is: [C:1]12([NH:6][C:7]3[N:12]=[C:11]([S:13][CH3:14])[C:10]([C:15]([NH2:16])=[O:17])=[CH:9][N:8]=3)[CH2:5][CH:3]([CH2:2]1)[CH2:4]2. (2) Given the reactants [F:1][C:2]1[CH:3]=[C:4]([N+:19]([O-:21])=[O:20])[C:5]([NH:9][C@H:10]([C:12]2[N:17]=[CH:16][C:15]([F:18])=[CH:14][N:13]=2)[CH3:11])=[N:6][C:7]=1F.[CH:22]1([C:25]2[NH:29][N:28]=[C:27]([NH2:30])[CH:26]=2)[CH2:24][CH2:23]1, predict the reaction product. The product is: [CH:22]1([C:25]2[NH:29][N:28]=[C:27]([NH:30][C:7]3[C:2]([F:1])=[CH:3][C:4]([N+:19]([O-:21])=[O:20])=[C:5]([NH:9][C@H:10]([C:12]4[N:17]=[CH:16][C:15]([F:18])=[CH:14][N:13]=4)[CH3:11])[N:6]=3)[CH:26]=2)[CH2:24][CH2:23]1. (3) The product is: [Br:21][C:22]1[CH:27]=[CH:26][CH:25]=[CH:24][C:23]=1[NH:28][C:29]([NH:19][C:14]1[CH:15]=[CH:16][C:17]([Cl:18])=[C:12]([S:9]([NH:8][CH:5]([CH3:7])[CH3:6])(=[O:11])=[O:10])[C:13]=1[OH:20])=[O:30]. Given the reactants NC(N)=O.[CH:5]([NH:8][S:9]([C:12]1[C:17]([Cl:18])=[CH:16][CH:15]=[C:14]([NH2:19])[C:13]=1[OH:20])(=[O:11])=[O:10])([CH3:7])[CH3:6].[Br:21][C:22]1[CH:27]=[CH:26][CH:25]=[CH:24][C:23]=1[N:28]=[C:29]=[O:30], predict the reaction product. (4) Given the reactants [S:1]1[CH:5]=[CH:4][CH:3]=[C:2]1[CH:6]=O.[CH3:8][O:9][CH2:10][CH2:11][NH2:12].[C:13]1(=[O:24])[O:19][C:17](=O)[C:16]2=[CH:20][CH:21]=[CH:22][CH:23]=[C:15]2[CH2:14]1.[N:25]1([CH2:30][C:31]2[CH:37]=[CH:36][C:34]([NH2:35])=[CH:33][CH:32]=2)[CH:29]=[CH:28][CH:27]=[N:26]1, predict the reaction product. The product is: [N:25]1([CH2:30][C:31]2[CH:37]=[CH:36][C:34]([NH:35][C:13]([CH:14]3[C:15]4[C:16](=[CH:20][CH:21]=[CH:22][CH:23]=4)[C:17](=[O:19])[N:12]([CH2:11][CH2:10][O:9][CH3:8])[CH:6]3[C:2]3[S:1][CH:5]=[CH:4][CH:3]=3)=[O:24])=[CH:33][CH:32]=2)[CH:29]=[CH:28][CH:27]=[N:26]1.